Dataset: Full USPTO retrosynthesis dataset with 1.9M reactions from patents (1976-2016). Task: Predict the reactants needed to synthesize the given product. Given the product [C:57]([O:61][C:55](=[O:40])[NH:52][C:20]1[N:21]=[C:16]2[CH:15]=[CH:14][C:13]([O:12][C:11]3[CH:25]=[CH:26][CH:27]=[C:9]([NH:8][C:6](=[O:7])[C:5]4[CH:28]=[CH:29][CH:30]=[C:3]([C:2]([F:32])([F:31])[F:1])[CH:4]=4)[CH:10]=3)=[N:18][N:17]2[CH:19]=1)([CH3:60])([CH3:59])[CH3:58], predict the reactants needed to synthesize it. The reactants are: [F:1][C:2]([F:32])([F:31])[C:3]1[CH:4]=[C:5]([CH:28]=[CH:29][CH:30]=1)[C:6]([NH:8][C:9]1[CH:10]=[C:11]([CH:25]=[CH:26][CH:27]=1)[O:12][C:13]1[CH:14]=[CH:15][C:16]2[N:17]([CH:19]=[C:20](C(O)=O)[N:21]=2)[N:18]=1)=[O:7].C1(P(N=[N+]=[N-])(C2C=CC=CC=2)=[O:40])C=CC=CC=1.C([N:52]([CH2:55]C)CC)C.[C:57]([OH:61])([CH3:60])([CH3:59])[CH3:58].